Task: Predict which catalyst facilitates the given reaction.. Dataset: Catalyst prediction with 721,799 reactions and 888 catalyst types from USPTO (1) Reactant: [NH2:1][C:2]1[C:11]2[C:6](=[CH:7][CH:8]=[CH:9][C:10]=2[O:12][CH:13]2[CH2:18][CH2:17][CH2:16][CH2:15][CH2:14]2)[N:5]=[C:4]([CH3:19])[C:3]=1[C:20]([OH:22])=[O:21].C([O-])(O)=O.[Na+:27]. Product: [NH2:1][C:2]1[C:11]2[C:6](=[CH:7][CH:8]=[CH:9][C:10]=2[O:12][CH:13]2[CH2:18][CH2:17][CH2:16][CH2:15][CH2:14]2)[N:5]=[C:4]([CH3:19])[C:3]=1[C:20]([O-:22])=[O:21].[Na+:27]. The catalyst class is: 40. (2) Reactant: F[C:2]1[CH:9]=[CH:8][C:7]([C:10]2[S:11][CH:12]=[CH:13][CH:14]=2)=[CH:6][C:3]=1[C:4]#[N:5].O.[NH2:16][NH2:17]. Product: [S:11]1[CH:12]=[CH:13][CH:14]=[C:10]1[C:7]1[CH:6]=[C:3]2[C:2](=[CH:9][CH:8]=1)[NH:17][N:16]=[C:4]2[NH2:5]. The catalyst class is: 8. (3) Reactant: [Cl:1][C:2]1[CH:52]=[CH:51][C:5]([CH2:6][NH:7][C:8]([C:10]2[C:11](=[O:50])[C:12]3[CH:19]=[C:18]([CH2:20][N:21]([CH2:23][CH:24]([OH:49])[C:25]4[N:26]=[CH:27][N:28](C(C5C=CC=CC=5)(C5C=CC=CC=5)C5C=CC=CC=5)[CH:29]=4)[CH3:22])[S:17][C:13]=3[N:14]([CH3:16])[CH:15]=2)=[O:9])=[CH:4][CH:3]=1.Cl.CO. Product: [Cl:1][C:2]1[CH:3]=[CH:4][C:5]([CH2:6][NH:7][C:8]([C:10]2[C:11](=[O:50])[C:12]3[CH:19]=[C:18]([CH2:20][N:21]([CH2:23][CH:24]([OH:49])[C:25]4[N:26]=[CH:27][NH:28][CH:29]=4)[CH3:22])[S:17][C:13]=3[N:14]([CH3:16])[CH:15]=2)=[O:9])=[CH:51][CH:52]=1. The catalyst class is: 116.